Dataset: NCI-60 drug combinations with 297,098 pairs across 59 cell lines. Task: Regression. Given two drug SMILES strings and cell line genomic features, predict the synergy score measuring deviation from expected non-interaction effect. Drug 1: CC1=CC2C(CCC3(C2CCC3(C(=O)C)OC(=O)C)C)C4(C1=CC(=O)CC4)C. Drug 2: C1=CC(=CC=C1CCCC(=O)O)N(CCCl)CCCl. Cell line: OVCAR-4. Synergy scores: CSS=2.64, Synergy_ZIP=0.595, Synergy_Bliss=4.11, Synergy_Loewe=3.17, Synergy_HSA=3.37.